This data is from Full USPTO retrosynthesis dataset with 1.9M reactions from patents (1976-2016). The task is: Predict the reactants needed to synthesize the given product. (1) Given the product [C:50]([O:49][C:47]([NH:14][C@H:9]([CH2:8][O:7][C:6]1[CH:34]=[CH:35][C:3]([C:2]([F:1])([F:36])[F:37])=[CH:4][CH:5]=1)[C:10]([OH:12])=[O:11])=[O:48])([CH3:51])([CH3:52])[CH3:53], predict the reactants needed to synthesize it. The reactants are: [F:1][C:2]([F:37])([F:36])[C:3]1[CH:35]=[CH:34][C:6]([O:7][CH2:8][C@@H:9]([NH:14]C(C2C=CC=CC=2)(C2C=CC=CC=2)C2C=CC=CC=2)[C:10]([O:12]C)=[O:11])=[CH:5][CH:4]=1.Cl.[CH3:51][C:50]([O:49][C:47](O[C:47]([O:49][C:50]([CH3:53])([CH3:52])[CH3:51])=[O:48])=[O:48])([CH3:53])[CH3:52]. (2) Given the product [Br:1][C:2]1[CH:3]=[C:4]([C:8]2[O:9][C:10](=[O:21])[CH:11]([C:15]3[CH2:16][CH2:17][CH2:18][CH2:19][N:20]=3)[N:12]=2)[CH:5]=[CH:6][CH:7]=1, predict the reactants needed to synthesize it. The reactants are: [Br:1][C:2]1[CH:3]=[C:4]([C:8]2[O:9][CH:10]=[CH:11][N:12]=2)[CH:5]=[CH:6][CH:7]=1.CO[C:15]1[CH2:16][CH2:17][CH2:18][CH2:19][N:20]=1.[O:21]1CCCC1. (3) Given the product [CH3:41][NH:42][CH2:27][CH2:26][C:13]1[N:14]=[CH:15][CH:17]=[CH:11][CH:12]=1.[ClH:9].[ClH:36].[C:1]([OH:8])(=[O:7])/[CH:2]=[CH:3]\[C:4]([OH:6])=[O:5].[CH:12]1([NH:16][C:15]([N:14]2[CH2:43][CH2:39][CH:40]([C:41]3[N:42]=[CH:53][NH:48][CH:46]=3)[CH2:31][CH2:30]2)=[S:56])[CH2:11][CH2:10][CH2:27][CH2:26][CH2:13]1, predict the reactants needed to synthesize it. The reactants are: [C:1]([OH:8])(=[O:7])/[CH:2]=[CH:3]\[C:4]([OH:6])=[O:5].[Cl:9][C:10]1[CH:27]=[CH:26][C:13]2[NH:14][C:15]([C:17](N3CCN(C)CC3)=O)=[N:16][C:12]=2[CH:11]=1.C(O)(=O)/C=[CH:30]\[C:31](O)=O.[Cl:36]C1C=[C:39]2[C:43](=CC=1)[NH:42][C:41]([C:46]([N:48]1[CH2:53]CN(C)CC1)=O)=[CH:40]2.C[S:56](C)=O. (4) Given the product [Cl:8][C:6]1[N:5]=[CH:4][N:3]=[C:2]([NH:30][C@H:27]2[CH2:26][CH2:25][C@H:24]([NH:23][C@H:21]([CH3:22])[CH2:20][O:19][CH3:18])[CH2:29][CH2:28]2)[CH:7]=1, predict the reactants needed to synthesize it. The reactants are: Cl[C:2]1[CH:7]=[C:6]([Cl:8])[N:5]=[CH:4][N:3]=1.C(N(CC)C(C)C)(C)C.[CH3:18][O:19][CH2:20][C@H:21]([NH:23][C@H:24]1[CH2:29][CH2:28][C@H:27]([NH2:30])[CH2:26][CH2:25]1)[CH3:22]. (5) Given the product [CH2:1]([O:3][C:4]1[CH:13]=[CH:12][C:7]2[N:8]([CH:25]([CH2:30][CH3:31])[C:26]([OH:28])=[O:27])[C:9](=[N:11][C:19](=[O:20])[C:18]3[CH:22]=[CH:23][C:15]([F:14])=[CH:16][CH:17]=3)[S:10][C:6]=2[CH:5]=1)[CH3:2], predict the reactants needed to synthesize it. The reactants are: [CH2:1]([O:3][C:4]1[CH:13]=[CH:12][C:7]2[N:8]=[C:9]([NH2:11])[S:10][C:6]=2[CH:5]=1)[CH3:2].[F:14][C:15]1[CH:23]=[CH:22][C:18]([C:19](Cl)=[O:20])=[CH:17][CH:16]=1.Br[CH:25]([CH2:30][CH3:31])[C:26]([O:28]C)=[O:27].COC1C=CC2N=C(N)SC=2C=1.ClC1C=C(C=CC=1)C(Cl)=O.BrCC(OCC)=O.